Dataset: Reaction yield outcomes from USPTO patents with 853,638 reactions. Task: Predict the reaction yield, written as a fraction of the theoretical maximum amount of product (1.0 means a 100% yield; for example, 0.34 means a 34% yield). (1) The reactants are [N:1]12[CH2:8][CH2:7][C:4]([C:9]([C:17]3[CH:22]=[CH:21][CH:20]=[CH:19][CH:18]=3)([C:11]3[CH:16]=[CH:15][CH:14]=[CH:13][CH:12]=3)[OH:10])([CH2:5][CH2:6]1)[CH2:3][CH2:2]2.[Br:23][CH2:24][CH:25]1[CH2:27][CH2:26]1. The catalyst is CC#N. The product is [Br-:23].[CH:25]1([CH2:24][N+:1]23[CH2:6][CH2:5][C:4]([C:9]([OH:10])([C:17]4[CH:22]=[CH:21][CH:20]=[CH:19][CH:18]=4)[C:11]4[CH:12]=[CH:13][CH:14]=[CH:15][CH:16]=4)([CH2:3][CH2:2]2)[CH2:7][CH2:8]3)[CH2:27][CH2:26]1. The yield is 0.399. (2) The reactants are [CH3:1][O:2][C:3]1[CH:4]=[C:5]([CH:8]=[CH:9][C:10]=1[O:11][CH3:12])[CH:6]=O.C[O:14][C:15]1[C:16](=[CH:20]C=C(N)[CH:23]=1)[C:17]([OH:19])=[O:18].CC[N:27]([CH2:30][CH3:31])CC.[BH4-].[Na+].[CH3:34]O. The catalyst is CCOCC. The product is [CH3:1][O:2][C:3]1[CH:4]=[C:5]([CH:8]=[CH:9][C:10]=1[O:11][CH3:12])[CH2:6][NH:27][C:30]1[CH:31]=[CH:23][C:15]([OH:14])=[C:16]([CH:20]=1)[C:17]([O:19][CH3:34])=[O:18]. The yield is 0.460.